From a dataset of Reaction yield outcomes from USPTO patents with 853,638 reactions. Predict the reaction yield, written as a fraction of the theoretical maximum amount of product (1.0 means a 100% yield; for example, 0.34 means a 34% yield). The catalyst is O1CCCC1. The yield is 0.360. The reactants are [CH2:1]([N:7]1[CH2:12][CH:11]2[CH:9]([C:10]2([CH3:22])[C:13]2[CH:18]=[CH:17][CH:16]=[C:15]([N+:19]([O-])=O)[CH:14]=2)[C:8]1=O)[CH2:2][CH2:3][CH2:4][CH2:5][CH3:6].[H-].[Al+3].[Li+].[H-].[H-].[H-].O. The product is [CH2:1]([N:7]1[CH2:12][CH:11]2[CH:9]([C:10]2([C:13]2[CH:14]=[C:15]([NH2:19])[CH:16]=[CH:17][CH:18]=2)[CH3:22])[CH2:8]1)[CH2:2][CH2:3][CH2:4][CH2:5][CH3:6].